Task: Regression. Given two drug SMILES strings and cell line genomic features, predict the synergy score measuring deviation from expected non-interaction effect.. Dataset: Merck oncology drug combination screen with 23,052 pairs across 39 cell lines (1) Drug 1: CCN(CC)CCNC(=O)c1c(C)[nH]c(C=C2C(=O)Nc3ccc(F)cc32)c1C. Drug 2: Cn1cc(-c2cnn3c(N)c(Br)c(C4CCCNC4)nc23)cn1. Cell line: COLO320DM. Synergy scores: synergy=10.3. (2) Drug 1: CC(C)CC(NC(=O)C(Cc1ccccc1)NC(=O)c1cnccn1)B(O)O. Drug 2: CCC1(O)C(=O)OCc2c1cc1n(c2=O)Cc2cc3c(CN(C)C)c(O)ccc3nc2-1. Cell line: LOVO. Synergy scores: synergy=0.558. (3) Drug 1: O=c1[nH]cc(F)c(=O)[nH]1. Drug 2: COC1CC2CCC(C)C(O)(O2)C(=O)C(=O)N2CCCCC2C(=O)OC(C(C)CC2CCC(OP(C)(C)=O)C(OC)C2)CC(=O)C(C)C=C(C)C(O)C(OC)C(=O)C(C)CC(C)C=CC=CC=C1C. Cell line: NCIH2122. Synergy scores: synergy=10.3. (4) Drug 1: CN(C)C(=N)N=C(N)N. Drug 2: CS(=O)(=O)CCNCc1ccc(-c2ccc3ncnc(Nc4ccc(OCc5cccc(F)c5)c(Cl)c4)c3c2)o1. Cell line: T47D. Synergy scores: synergy=19.1. (5) Drug 1: COC12C(COC(N)=O)C3=C(C(=O)C(C)=C(N)C3=O)N1CC1NC12. Drug 2: C=CCn1c(=O)c2cnc(Nc3ccc(N4CCN(C)CC4)cc3)nc2n1-c1cccc(C(C)(C)O)n1. Cell line: ES2. Synergy scores: synergy=4.68. (6) Drug 1: O=P1(N(CCCl)CCCl)NCCCO1. Drug 2: CS(=O)(=O)CCNCc1ccc(-c2ccc3ncnc(Nc4ccc(OCc5cccc(F)c5)c(Cl)c4)c3c2)o1. Cell line: MSTO. Synergy scores: synergy=-14.9. (7) Drug 1: COC1CC2CCC(C)C(O)(O2)C(=O)C(=O)N2CCCCC2C(=O)OC(C(C)CC2CCC(OP(C)(C)=O)C(OC)C2)CC(=O)C(C)C=C(C)C(O)C(OC)C(=O)C(C)CC(C)C=CC=CC=C1C. Drug 2: CCc1c2c(nc3ccc(O)cc13)-c1cc3c(c(=O)n1C2)COC(=O)C3(O)CC. Cell line: SKMEL30. Synergy scores: synergy=25.3. (8) Drug 1: CC(=O)OC1C(=O)C2(C)C(O)CC3OCC3(OC(C)=O)C2C(OC(=O)c2ccccc2)C2(O)CC(OC(=O)C(O)C(NC(=O)c3ccccc3)c3ccccc3)C(C)=C1C2(C)C. Drug 2: Cn1c(=O)n(-c2ccc(C(C)(C)C#N)cc2)c2c3cc(-c4cnc5ccccc5c4)ccc3ncc21. Cell line: UWB1289. Synergy scores: synergy=-29.1. (9) Drug 1: O=C(CCCCCCC(=O)Nc1ccccc1)NO. Drug 2: O=C(NOCC(O)CO)c1ccc(F)c(F)c1Nc1ccc(I)cc1F. Cell line: A375. Synergy scores: synergy=-33.4.